From a dataset of Forward reaction prediction with 1.9M reactions from USPTO patents (1976-2016). Predict the product of the given reaction. (1) Given the reactants CC(C)=O.[C:5]1(=O)[C:15]2=[C:16]3[C:11](=[CH:12][CH:13]=[CH:14]2)[CH:10]=[CH:9][CH:8]=[C:7]3[C:6]1=O.[NH2:19][C:20]1[CH:21]=[C:22]([CH:26]=[CH:27][C:28]=1[NH2:29])[C:23]([OH:25])=[O:24], predict the reaction product. The product is: [CH:8]1[C:7]2[C:6]3[C:5]([C:15]4[C:16]=2[C:11]([CH:12]=[CH:13][CH:14]=4)=[CH:10][CH:9]=1)=[N:19][C:20]1[C:28](=[CH:27][CH:26]=[C:22]([C:23]([OH:25])=[O:24])[CH:21]=1)[N:29]=3. (2) Given the reactants [NH:1]1[CH2:6][CH2:5][CH:4]([C:7]2[C:15]3[C:10](=[CH:11][CH:12]=[CH:13][CH:14]=3)[NH:9][CH:8]=2)[CH2:3][CH2:2]1.[CH2:16]([N:23]1[CH2:28][CH2:27][CH:26]([CH:29]2[CH2:31][O:30]2)[CH2:25][CH2:24]1)[C:17]1[CH:22]=[CH:21][CH:20]=[CH:19][CH:18]=1, predict the reaction product. The product is: [CH2:16]([N:23]1[CH2:28][CH2:27][CH:26]([CH:29]([OH:30])[CH2:31][N:1]2[CH2:6][CH2:5][CH:4]([C:7]3[C:15]4[C:10](=[CH:11][CH:12]=[CH:13][CH:14]=4)[NH:9][CH:8]=3)[CH2:3][CH2:2]2)[CH2:25][CH2:24]1)[C:17]1[CH:22]=[CH:21][CH:20]=[CH:19][CH:18]=1.